From a dataset of Full USPTO retrosynthesis dataset with 1.9M reactions from patents (1976-2016). Predict the reactants needed to synthesize the given product. Given the product [SH:13][C:12]1[N:11]=[C:7]([OH:9])[C:3]2[CH2:4][CH2:5][CH2:6][C:2]=2[N:14]=1, predict the reactants needed to synthesize it. The reactants are: O=[C:2]1[CH2:6][CH2:5][CH2:4][CH:3]1[C:7]([O:9]C)=O.[NH2:11][C:12]([NH2:14])=[S:13].[OH-].[K+].